Dataset: Full USPTO retrosynthesis dataset with 1.9M reactions from patents (1976-2016). Task: Predict the reactants needed to synthesize the given product. (1) Given the product [CH3:16][O:17][C:18]([C:20]1[CH:21]=[C:22]([C:27]2[CH:32]=[CH:31][C:30]([CH3:33])=[CH:29][CH:28]=2)[CH:23]=[C:24]([NH:26][CH:1]=[O:3])[CH:25]=1)=[O:19], predict the reactants needed to synthesize it. The reactants are: [C:1](OC(=O)C)(=[O:3])C.C1COCC1.C(O)=O.[CH3:16][O:17][C:18]([C:20]1[CH:21]=[C:22]([C:27]2[CH:32]=[CH:31][C:30]([CH3:33])=[CH:29][CH:28]=2)[CH:23]=[C:24]([NH2:26])[CH:25]=1)=[O:19]. (2) Given the product [CH2:22]([C:26]1[N:27]([CH2:7][C:8]2[CH:13]=[CH:12][C:11]([C:14]3[C:15]([C:20]#[N:21])=[CH:16][CH:17]=[CH:18][CH:19]=3)=[CH:10][CH:9]=2)[C:28]([CH:38]=[O:39])=[C:29]([C:31]2[CH:36]=[CH:35][C:34]([F:37])=[CH:33][CH:32]=2)[N:30]=1)[CH2:23][CH2:24][CH3:25], predict the reactants needed to synthesize it. The reactants are: CN(C)C=O.Br[CH2:7][C:8]1[CH:13]=[CH:12][C:11]([C:14]2[CH:19]=[CH:18][CH:17]=[CH:16][C:15]=2[C:20]#[N:21])=[CH:10][CH:9]=1.[CH2:22]([C:26]1[NH:27][C:28]([CH:38]=[O:39])=[C:29]([C:31]2[CH:36]=[CH:35][C:34]([F:37])=[CH:33][CH:32]=2)[N:30]=1)[CH2:23][CH2:24][CH3:25].C(=O)([O-])[O-].[K+].[K+]. (3) The reactants are: [CH3:1][Mg]Br.Cl[C:5]1[N:6]=[N:7][C:8]([CH3:25])=[C:9]([C:20]2[S:21][CH:22]=[CH:23][CH:24]=2)[C:10]=1[C:11]1[C:16]([F:17])=[CH:15][C:14]([F:18])=[CH:13][C:12]=1[F:19]. Given the product [CH3:25][C:8]1[N:7]=[N:6][C:5]([CH3:1])=[C:10]([C:11]2[C:16]([F:17])=[CH:15][C:14]([F:18])=[CH:13][C:12]=2[F:19])[C:9]=1[C:20]1[S:21][CH:22]=[CH:23][CH:24]=1, predict the reactants needed to synthesize it. (4) Given the product [ClH:14].[CH3:16][O:10][C:9]([C@H:6]1[CH2:5][CH2:4][C@H:3]([CH2:2][NH2:1])[CH2:8][CH2:7]1)=[O:11], predict the reactants needed to synthesize it. The reactants are: [NH2:1][CH2:2][C@H:3]1[CH2:8][CH2:7][C@H:6]([C:9]([OH:11])=[O:10])[CH2:5][CH2:4]1.S(Cl)([Cl:14])=O.[CH3:16]O. (5) The reactants are: [N:1]([C:4]1[CH:9]=[CH:8][CH:7]=[C:6]([C:10]([F:13])([F:12])[F:11])[CH:5]=1)=[C:2]=[O:3].[CH2:14]([NH2:18])[CH2:15][CH2:16][CH3:17]. Given the product [CH2:14]([NH:18][C:2]([NH:1][C:4]1[CH:9]=[CH:8][CH:7]=[C:6]([C:10]([F:11])([F:12])[F:13])[CH:5]=1)=[O:3])[CH2:15][CH2:16][CH3:17], predict the reactants needed to synthesize it. (6) Given the product [F:5][C:6]1[CH:11]=[CH:10][CH:9]=[CH:8][C:7]=1[C:12]1[C:13](=[O:20])[C:14]([C:15]([O:17][CH2:18][CH3:19])=[O:16])=[CH:22][NH:21][CH:26]=1, predict the reactants needed to synthesize it. The reactants are: [O-]CC.[Na+].[F:5][C:6]1[CH:11]=[CH:10][CH:9]=[CH:8][C:7]=1[CH2:12][C:13](=[O:20])[CH2:14][C:15]([O:17][CH2:18][CH3:19])=[O:16].[N:21]1[CH:26]=NC=N[CH:22]=1.